This data is from Reaction yield outcomes from USPTO patents with 853,638 reactions. The task is: Predict the reaction yield, written as a fraction of the theoretical maximum amount of product (1.0 means a 100% yield; for example, 0.34 means a 34% yield). (1) The reactants are [CH3:1][O:2][C:3]1[CH:4]=[C:5]2[C:9](=[CH:10][CH:11]=1)[NH:8][C:7]([C:12]([OH:14])=[O:13])=[CH:6]2.Cl.[CH2:16](O)[CH2:17][CH3:18]. No catalyst specified. The product is [CH3:1][O:2][C:3]1[CH:4]=[C:5]2[C:9](=[CH:10][CH:11]=1)[NH:8][C:7]([C:12]([O:14][CH2:16][CH2:17][CH3:18])=[O:13])=[CH:6]2. The yield is 0.880. (2) The reactants are [CH3:1][C:2]1[N:6]=[C:5]([NH2:7])[NH:4][N:3]=1.[CH3:8][C@@H:9]1[CH2:14][C:13](=O)[CH2:12][C@H:11]([CH3:16])[O:10]1.C(O[BH-](OC(=O)C)OC(=O)C)(=O)C.[Na+]. The catalyst is C(O)(=O)C. The product is [CH3:8][C@@H:9]1[CH2:14][CH:13]([NH:7][C:5]2[NH:4][N:3]=[C:2]([CH3:1])[N:6]=2)[CH2:12][C@H:11]([CH3:16])[O:10]1. The yield is 0.220. (3) The product is [CH2:12]([N:9]1[C:10]2[C:6](=[CH:5][C:4]([CH2:34][N:27]3[CH2:32][CH2:31][O:30][CH2:29][CH2:28]3)=[C:3]([O:25][CH3:26])[CH:11]=2)[C:7]([C:23]#[N:24])=[C:8]1[C:14]1[CH:15]=[CH:16][C:17]([N+:20]([O-:22])=[O:21])=[CH:18][CH:19]=1)[CH3:13]. The yield is 0.440. No catalyst specified. The reactants are BrC[C:3]1([O:25][CH3:26])[CH:11]=[C:10]2[C:6](=[C:7]([C:23]#[N:24])[CH:8]([C:14]3[CH:19]=[CH:18][C:17]([N+:20]([O-:22])=[O:21])=[CH:16][CH:15]=3)[N:9]2[CH2:12][CH3:13])[CH:5]=[CH:4]1.[NH:27]1[CH2:32][CH2:31][O:30][CH2:29][CH2:28]1.Cl[CH2:34]CCl. (4) The product is [CH:1]1([C:4]([N:6]2[CH2:10][CH2:9][C@@H:8]([CH2:11][NH:12][C:13]3[C:14]([NH2:23])=[CH:15][CH:16]=[C:17]([C:19]([F:20])([F:21])[F:22])[CH:18]=3)[CH2:7]2)=[O:5])[CH2:3][CH2:2]1. The reactants are [CH:1]1([C:4]([N:6]2[CH2:10][CH2:9][C@@H:8]([CH2:11][NH:12][C:13]3[CH:18]=[C:17]([C:19]([F:22])([F:21])[F:20])[CH:16]=[CH:15][C:14]=3[N+:23]([O-])=O)[CH2:7]2)=[O:5])[CH2:3][CH2:2]1. The yield is 0.940. The catalyst is [Pd].CCOC(C)=O.CCO. (5) The reactants are Br[C:2]1[C:7]([Cl:8])=[CH:6][CH:5]=[C:4]2[N:9]([C:24]3[C:25]4[C@H:32]([CH3:33])[CH2:31][CH2:30][C:26]=4[N:27]=[CH:28][N:29]=3)[CH2:10][C:11]3([CH2:16][CH2:15][N:14]([C:17]([O:19][C:20]([CH3:23])([CH3:22])[CH3:21])=[O:18])[CH2:13][CH2:12]3)[C:3]=12.[CH3:34][N:35](C=O)C. The catalyst is O.[C-]#N.[Zn+2].[C-]#N.C1C=CC([P]([Pd]([P](C2C=CC=CC=2)(C2C=CC=CC=2)C2C=CC=CC=2)([P](C2C=CC=CC=2)(C2C=CC=CC=2)C2C=CC=CC=2)[P](C2C=CC=CC=2)(C2C=CC=CC=2)C2C=CC=CC=2)(C2C=CC=CC=2)C2C=CC=CC=2)=CC=1. The product is [Cl:8][C:7]1[C:2]([C:34]#[N:35])=[C:3]2[C:11]3([CH2:16][CH2:15][N:14]([C:17]([O:19][C:20]([CH3:23])([CH3:22])[CH3:21])=[O:18])[CH2:13][CH2:12]3)[CH2:10][N:9]([C:24]3[C:25]4[C@H:32]([CH3:33])[CH2:31][CH2:30][C:26]=4[N:27]=[CH:28][N:29]=3)[C:4]2=[CH:5][CH:6]=1. The yield is 0.330. (6) The reactants are [NH2:1][C:2]1[C:3]([C:9]([OH:11])=O)=[N:4][C:5]([I:8])=[CH:6][N:7]=1.C1CN([P+](ON2N=NC3C=CC=CC2=3)(N2CCCC2)N2CCCC2)CC1.F[P-](F)(F)(F)(F)F.Cl.[CH3:46][NH:47][O:48][CH3:49]. The catalyst is CN(C=O)C.C(N(CC)C(C)C)(C)C. The product is [CH3:49][O:48][N:47]([CH3:46])[C:9]([C:3]1[C:2]([NH2:1])=[N:7][CH:6]=[C:5]([I:8])[N:4]=1)=[O:11]. The yield is 0.580. (7) The reactants are [NH2:1][C:2]1[N:19]=[CH:18][C:17](Br)=[CH:16][C:3]=1[C:4]([N:6]=[S@@:7]([CH3:15])(=[O:14])[C:8]1[CH:13]=[CH:12][CH:11]=[CH:10][CH:9]=1)=[O:5].[OH:21][C:22]1[CH:23]=[C:24]([C:28]#[CH:29])[CH:25]=[CH:26][CH:27]=1.C(N(CC)CC)C. The catalyst is CCOC(C)=O.Cl[Pd](Cl)([P](C1C=CC=CC=1)(C1C=CC=CC=1)C1C=CC=CC=1)[P](C1C=CC=CC=1)(C1C=CC=CC=1)C1C=CC=CC=1.[Cu]I. The product is [NH2:1][C:2]1[N:19]=[CH:18][C:17]([C:29]#[C:28][C:24]2[CH:25]=[CH:26][CH:27]=[C:22]([OH:21])[CH:23]=2)=[CH:16][C:3]=1[C:4]([N:6]=[S@@:7]([CH3:15])(=[O:14])[C:8]1[CH:13]=[CH:12][CH:11]=[CH:10][CH:9]=1)=[O:5]. The yield is 0.0400. (8) The reactants are [Cl:1][C:2]1[CH:7]=[CH:6][CH:5]=[CH:4][C:3]=1[C:8]1[C:12]([C:13]2[N:17](COCC[Si](C)(C)C)[CH:16]=[N:15][N:14]=2)=[CH:11][N:10]([C:26]2[C:31]([CH3:32])=[CH:30][N:29]=[C:28]([NH:33][C:34](=[O:37])[O:35][CH3:36])[CH:27]=2)[N:9]=1.C(O)(C(F)(F)F)=O. The catalyst is C(Cl)Cl. The product is [Cl:1][C:2]1[CH:7]=[CH:6][CH:5]=[CH:4][C:3]=1[C:8]1[C:12]([C:13]2[NH:17][CH:16]=[N:15][N:14]=2)=[CH:11][N:10]([C:26]2[C:31]([CH3:32])=[CH:30][N:29]=[C:28]([NH:33][C:34](=[O:37])[O:35][CH3:36])[CH:27]=2)[N:9]=1. The yield is 0.410. (9) The reactants are [H-].[Al+3].[Li+].[H-].[H-].[H-].[CH3:7][C:8]([CH3:18])([CH2:15][CH:16]=[CH2:17])[CH2:9][C:10](OCC)=[O:11].O.[OH-].[Na+]. The catalyst is CCOCC. The product is [CH3:7][C:8]([CH3:18])([CH2:15][CH:16]=[CH2:17])[CH2:9][CH2:10][OH:11]. The yield is 0.610.